Dataset: Forward reaction prediction with 1.9M reactions from USPTO patents (1976-2016). Task: Predict the product of the given reaction. (1) Given the reactants C(C1C=CC=CC=1C(O)=O)#N.Cl.CNC.[F:16][C:17]([F:22])([F:21])[C:18]([OH:20])=[O:19].[NH2:23][CH2:24][C:25]1[CH:30]=[CH:29][CH:28]=[CH:27][C:26]=1[C:31]([N:33]1[CH2:37]CC[CH2:34]1)=[O:32], predict the reaction product. The product is: [F:16][C:17]([F:22])([F:21])[C:18]([OH:20])=[O:19].[NH2:23][CH2:24][C:25]1[CH:30]=[CH:29][CH:28]=[CH:27][C:26]=1[C:31]([N:33]([CH3:37])[CH3:34])=[O:32]. (2) Given the reactants [C:1]([O:5][C:6](=[O:20])[C:7]([CH3:19])([S:9][C:10]1[CH:18]=[CH:17][C:13]([C:14]([OH:16])=[O:15])=[CH:12][CH:11]=1)[CH3:8])([CH3:4])([CH3:3])[CH3:2].[CH3:21][C:22]1[CH:35]=[CH:34][C:25]([CH2:26][N:27]2[CH:31]=[C:30]([CH2:32]O)[CH:29]=[N:28]2)=[CH:24][CH:23]=1.C1(N=C=NC2CCCCC2)CCCCC1, predict the reaction product. The product is: [C:1]([O:5][C:6](=[O:20])[C:7]([CH3:8])([S:9][C:10]1[CH:11]=[CH:12][C:13]([C:14]([O:16][CH2:32][C:30]2[CH:29]=[N:28][N:27]([CH2:26][C:25]3[CH:34]=[CH:35][C:22]([CH3:21])=[CH:23][CH:24]=3)[CH:31]=2)=[O:15])=[CH:17][CH:18]=1)[CH3:19])([CH3:2])([CH3:3])[CH3:4]. (3) Given the reactants [C:1]1([C:7]2[N:12]=[C:11]([C:13]3[CH:18]=[CH:17][CH:16]=[CH:15][CH:14]=3)[N:10]=[C:9]([N:19]3[C:31]4[CH:30]=[C:29]5[C:32]([CH3:62])([CH3:61])[C:33]6[C:38]([C:28]5=[CH:27][C:26]=4[C:25]4[C:20]3=[CH:21][CH:22]=[CH:23][CH:24]=4)=[CH:37][CH:36]=[CH:35][C:34]=6[C:39]3[CH:40]=[C:41]4[C:49](=[CH:50][CH:51]=3)[NH:48][C:47]3[CH:46]=[C:45]5[C:52]([CH3:60])([CH3:59])[C:53]6[C:58]([C:44]5=[CH:43][C:42]4=3)=[CH:57][CH:56]=[CH:55][CH:54]=6)[N:8]=2)[CH:6]=[CH:5][CH:4]=[CH:3][CH:2]=1.Br[C:64]1[CH:69]=[CH:68][CH:67]=[CH:66][CH:65]=1.CC([O-])(C)C.[Na+].C(P(C(C)(C)C)C(C)(C)C)(C)(C)C, predict the reaction product. The product is: [C:13]1([C:11]2[N:12]=[C:7]([C:1]3[CH:6]=[CH:5][CH:4]=[CH:3][CH:2]=3)[N:8]=[C:9]([N:19]3[C:31]4[CH:30]=[C:29]5[C:32]([CH3:62])([CH3:61])[C:33]6[C:38]([C:28]5=[CH:27][C:26]=4[C:25]4[C:20]3=[CH:21][CH:22]=[CH:23][CH:24]=4)=[CH:37][CH:36]=[CH:35][C:34]=6[C:39]3[CH:40]=[C:41]4[C:49](=[CH:50][CH:51]=3)[N:48]([C:64]3[CH:69]=[CH:68][CH:67]=[CH:66][CH:65]=3)[C:47]3[CH:46]=[C:45]5[C:52]([CH3:60])([CH3:59])[C:53]6[C:58]([C:44]5=[CH:43][C:42]4=3)=[CH:57][CH:56]=[CH:55][CH:54]=6)[N:10]=2)[CH:14]=[CH:15][CH:16]=[CH:17][CH:18]=1. (4) Given the reactants Cl.CN.[Cl:4][C:5]1[C:10]([CH3:11])=[C:9]([Cl:12])[CH:8]=[CH:7][C:6]=1[S:13](Cl)(=[O:15])=[O:14].[CH2:17]([N:19](CC)CC)C, predict the reaction product. The product is: [CH3:17][NH:19][S:13]([C:6]1[CH:7]=[CH:8][C:9]([Cl:12])=[C:10]([CH3:11])[C:5]=1[Cl:4])(=[O:15])=[O:14].